Dataset: Aqueous solubility values for 9,982 compounds from the AqSolDB database. Task: Regression/Classification. Given a drug SMILES string, predict its absorption, distribution, metabolism, or excretion properties. Task type varies by dataset: regression for continuous measurements (e.g., permeability, clearance, half-life) or binary classification for categorical outcomes (e.g., BBB penetration, CYP inhibition). For this dataset (solubility_aqsoldb), we predict Y. (1) The molecule is CCOC(=O)CC(NC1CCC(CC2CCC(NC(CC(=O)OCC)C(=O)OCC)C(C)C2)CC1C)C(=O)OCC. The Y is -5.07 log mol/L. (2) The drug is NC(N)=N[N+](=O)[O-]. The Y is -1.49 log mol/L.